Dataset: Forward reaction prediction with 1.9M reactions from USPTO patents (1976-2016). Task: Predict the product of the given reaction. Given the reactants C(OC([NH:8][C:9]([CH3:15])([CH2:13][OH:14])[C:10](O)=O)=O)(C)(C)C.CN1CCOCC1.C(OC(Cl)=O)C(C)C.[CH2:31]([C:36]1[CH:37]=[C:38]([NH2:43])[C:39]([NH2:42])=[CH:40][CH:41]=1)[C:32]([CH3:35])([CH3:34])[CH3:33].C(O)(=O)C.FC(F)(F)C(O)=O, predict the reaction product. The product is: [NH2:8][C:9]([C:10]1[NH:43][C:38]2[CH:37]=[C:36]([CH2:31][C:32]([CH3:35])([CH3:34])[CH3:33])[CH:41]=[CH:40][C:39]=2[N:42]=1)([CH3:15])[CH2:13][OH:14].